This data is from In vitro SARS-CoV-2 activity screen of 1,480 approved drugs from Prestwick library. The task is: Binary Classification. Given a drug SMILES string, predict its activity (active/inactive) in a high-throughput screening assay against a specified biological target. (1) The molecule is CC1(C)S[C@@H]2[C@H](NC(=O)C(C(=O)[O-])c3ccccc3)C(=O)N2[C@H]1C(=O)[O-].[Na+].[Na+]. The result is 0 (inactive). (2) The result is 0 (inactive). The molecule is CN[C@@H]1[C@H](O[C@H]2[C@H](O[C@@H]3[C@@H](N=C(N)N)[C@H](O)[C@@H](N=C(N)N)[C@H](O)[C@H]3O)O[C@@H](C)[C@]2(O)CO)O[C@@H](CO)[C@H](O)[C@H]1O.CN[C@@H]1[C@H](O[C@H]2[C@H](O[C@@H]3[C@@H](N=C(N)N)[C@H](O)[C@@H](N=C(N)N)[C@H](O)[C@H]3O)O[C@@H](C)[C@]2(O)CO)O[C@@H](CO)[C@H](O)[C@H]1O.O=S(=O)(O)O.O=S(=O)(O)O.O=S(=O)(O)O. (3) The molecule is CC(C)NC[C@H](O)COc1cccc2ccccc12.Cl. The result is 1 (active).